From a dataset of Full USPTO retrosynthesis dataset with 1.9M reactions from patents (1976-2016). Predict the reactants needed to synthesize the given product. (1) Given the product [F:11][C:8]1[CH:9]=[CH:10][C:5]([CH:3]([OH:4])[CH:2]([NH:1][C:33](=[O:34])[C:32]2[CH:36]=[CH:37][CH:38]=[C:30]([O:23][C:24]3[CH:25]=[CH:26][CH:27]=[CH:28][CH:29]=3)[CH:31]=2)[CH2:12][C:13]2[CH:18]=[CH:17][C:16]([C:19]([F:22])([F:20])[F:21])=[CH:15][CH:14]=2)=[CH:6][CH:7]=1, predict the reactants needed to synthesize it. The reactants are: [NH2:1][CH:2]([CH2:12][C:13]1[CH:18]=[CH:17][C:16]([C:19]([F:22])([F:21])[F:20])=[CH:15][CH:14]=1)[CH:3]([C:5]1[CH:10]=[CH:9][C:8]([F:11])=[CH:7][CH:6]=1)[OH:4].[O:23]([C:30]1[CH:31]=[C:32]([CH:36]=[CH:37][CH:38]=1)[C:33](O)=[O:34])[C:24]1[CH:29]=[CH:28][CH:27]=[CH:26][CH:25]=1.Cl.C(N=C=NCCCN(C)C)C.ON1C2C=CC=CC=2N=N1. (2) Given the product [C:1]([O:5][C:6]1[C:15]2[C:10](=[CH:11][CH:12]=[CH:13][CH:14]=2)[C:9]([O:16][P:53]([O:58][CH2:59][CH3:60])([O:55][CH2:56][CH3:57])=[O:54])=[C:8]([CH3:17])[C:7]=1[CH2:18]/[CH:19]=[C:20](\[CH3:52])/[CH2:21][CH2:22]/[CH:23]=[C:24](\[CH3:51])/[CH2:25][CH2:26]/[CH:27]=[C:28](\[CH3:50])/[CH2:29][CH2:30]/[CH:31]=[C:32](\[CH3:49])/[CH2:33][CH2:34]/[CH:35]=[C:36](\[CH3:48])/[CH2:37][CH2:38]/[CH:39]=[C:40](\[CH3:47])/[CH2:41][CH2:42][CH:43]=[C:44]([CH3:46])[CH3:45])(=[O:4])[CH2:2][CH3:3], predict the reactants needed to synthesize it. The reactants are: [C:1]([O:5][C:6]1[C:15]2[C:10](=[CH:11][CH:12]=[CH:13][CH:14]=2)[C:9]([OH:16])=[C:8]([CH3:17])[C:7]=1[CH2:18]/[CH:19]=[C:20](\[CH3:52])/[CH2:21][CH2:22]/[CH:23]=[C:24](\[CH3:51])/[CH2:25][CH2:26]/[CH:27]=[C:28](\[CH3:50])/[CH2:29][CH2:30]/[CH:31]=[C:32](\[CH3:49])/[CH2:33][CH2:34]/[CH:35]=[C:36](\[CH3:48])/[CH2:37][CH2:38]/[CH:39]=[C:40](\[CH3:47])/[CH2:41][CH2:42][CH:43]=[C:44]([CH3:46])[CH3:45])(=[O:4])[CH2:2][CH3:3].[P:53](Cl)([O:58][CH2:59][CH3:60])([O:55][CH2:56][CH3:57])=[O:54].CCN(CC)CC.